Dataset: Forward reaction prediction with 1.9M reactions from USPTO patents (1976-2016). Task: Predict the product of the given reaction. (1) Given the reactants Cl.[Cl:2][C:3]1[C:11]2[C:6](=[CH:7][CH:8]=[CH:9][CH:10]=2)[N:5]([C:12]2[CH:25]=[CH:24][C:15]([CH2:16][NH:17][C:18]([C:20]3([NH2:23])[CH2:22][CH2:21]3)=[O:19])=[CH:14][CH:13]=2)[C:4]=1[C:26]1[N:27]=[N:28][N:29]([CH3:31])[N:30]=1.C(N(CC)CC)C.ClCCl.[F:42][C:43]([F:54])([F:53])[C:44](O[C:44](=[O:45])[C:43]([F:54])([F:53])[F:42])=[O:45], predict the reaction product. The product is: [Cl:2][C:3]1[C:11]2[C:6](=[CH:7][CH:8]=[CH:9][CH:10]=2)[N:5]([C:12]2[CH:25]=[CH:24][C:15]([CH2:16][NH:17][C:18]([C:20]3([NH:23][C:44](=[O:45])[C:43]([F:54])([F:53])[F:42])[CH2:22][CH2:21]3)=[O:19])=[CH:14][CH:13]=2)[C:4]=1[C:26]1[N:27]=[N:28][N:29]([CH3:31])[N:30]=1. (2) The product is: [CH2:44]([O:43][C:41](=[O:42])[CH2:40][O:24][C:17]1[CH:18]=[C:19]([C:22]#[N:23])[CH:20]=[CH:21][C:16]=1[CH2:15][NH:14][C:12](=[O:13])[C:11]1[CH:25]=[C:26]([Cl:28])[CH:27]=[C:9]([N:8]([CH2:1][C:2]2[CH:3]=[CH:4][CH:5]=[CH:6][CH:7]=2)[S:29]([CH3:32])(=[O:30])=[O:31])[CH:10]=1)[CH3:33]. Given the reactants [CH2:1]([N:8]([S:29]([CH3:32])(=[O:31])=[O:30])[C:9]1[CH:10]=[C:11]([CH:25]=[C:26]([Cl:28])[CH:27]=1)[C:12]([NH:14][CH2:15][C:16]1[CH:21]=[CH:20][C:19]([C:22]#[N:23])=[CH:18][C:17]=1[OH:24])=[O:13])[C:2]1[CH:7]=[CH:6][CH:5]=[CH:4][CH:3]=1.[C:33](=O)([O-])[O-].[Cs+].[Cs+].Br[CH2:40][C:41]([O:43][CH3:44])=[O:42], predict the reaction product. (3) Given the reactants C(O)(=O)C.[CH2:5]([C:8]1[CH:13]=[C:12]([N+:14]([O-])=O)[CH:11]=[CH:10][C:9]=1[CH3:17])[CH:6]=[CH2:7], predict the reaction product. The product is: [CH2:5]([C:8]1[CH:13]=[C:12]([CH:11]=[CH:10][C:9]=1[CH3:17])[NH2:14])[CH:6]=[CH2:7]. (4) Given the reactants [I:1][C:2]1[CH:11]=[CH:10][CH:9]=[CH:8][C:3]=1[C:4]([NH:6][NH2:7])=[O:5].N1C=CC=CC=1.[C:18](Cl)(=[O:20])[CH3:19], predict the reaction product. The product is: [C:18]([NH:7][NH:6][C:4](=[O:5])[C:3]1[CH:8]=[CH:9][CH:10]=[CH:11][C:2]=1[I:1])(=[O:20])[CH3:19]. (5) The product is: [CH2:9]([O:8][C:5]1[CH:6]=[CH:7][C:2]([C:22]2([OH:21])[CH2:23][CH2:24][N:25]([C:28]([O:30][C:31]([CH3:33])([CH3:32])[CH3:34])=[O:29])[CH2:26][CH2:27]2)=[CH:3][CH:4]=1)[CH2:10][CH2:11][CH2:12][CH2:13][CH2:14][CH3:15]. Given the reactants Br[C:2]1[CH:7]=[CH:6][C:5]([O:8][CH2:9][CH2:10][CH2:11][CH2:12][CH2:13][CH2:14][CH3:15])=[CH:4][CH:3]=1.C([Li])CCC.[O:21]=[C:22]1[CH2:27][CH2:26][N:25]([C:28]([O:30][C:31]([CH3:34])([CH3:33])[CH3:32])=[O:29])[CH2:24][CH2:23]1, predict the reaction product.